From a dataset of Kir2.1 potassium channel HTS with 301,493 compounds. Binary Classification. Given a drug SMILES string, predict its activity (active/inactive) in a high-throughput screening assay against a specified biological target. (1) The compound is S(CC(=O)NCC1OCCC1)c1sc(NC(=O)C)nn1. The result is 0 (inactive). (2) The molecule is O=C1N(C(CC1)C(=O)NCCN(CC(C)C)CC(C)C)Cc1ccc(cc1)C. The result is 0 (inactive). (3) The result is 0 (inactive). The drug is s1c2c([nH]c(nc2=O)COC(=O)c2c(SC)nccc2)cc1. (4) The compound is S(C(C(=O)N1CCOCC1)C)c1nc([nH]n1)c1ccc(cc1)C. The result is 0 (inactive).